This data is from Forward reaction prediction with 1.9M reactions from USPTO patents (1976-2016). The task is: Predict the product of the given reaction. (1) Given the reactants CC1(C)[N:6](C(OC(C)(C)C)=O)[C@@:5]([CH3:41])([C:14]2[S:15][C:16]([C:19]3[CH:24]=[CH:23][C:22]([O:25][CH2:26][CH2:27][CH2:28][CH2:29][O:30][C:31]4[CH:36]=[CH:35][CH:34]=[CH:33][CH:32]=4)=[C:21]([C:37]([F:40])([F:39])[F:38])[CH:20]=3)=[CH:17][N:18]=2)[CH2:4][O:3]1.P([O-])([O-])([O-])=O, predict the reaction product. The product is: [NH2:6][C@@:5]([C:14]1[S:15][C:16]([C:19]2[CH:24]=[CH:23][C:22]([O:25][CH2:26][CH2:27][CH2:28][CH2:29][O:30][C:31]3[CH:36]=[CH:35][CH:34]=[CH:33][CH:32]=3)=[C:21]([C:37]([F:39])([F:40])[F:38])[CH:20]=2)=[CH:17][N:18]=1)([CH3:41])[CH2:4][OH:3]. (2) Given the reactants [O:1]=[O+][O-].C([C:6](=P(C1C=CC=CC=1)(C1C=CC=CC=1)C1C=CC=CC=1)[C:7]([C@@H:9]([NH:14][C:15](=[O:35])[O:16][C@H:17]([CH2:22][C:23]1[O:24][C:25]([C:28]2[CH:33]=[CH:32][C:31]([F:34])=[CH:30][CH:29]=2)=[N:26][N:27]=1)[C:18]([CH3:21])([CH3:20])[CH3:19])[CH2:10][CH2:11][CH2:12][CH3:13])=[O:8])#N.[CH3:55][C@H:56]([NH2:63])[C:57]1[CH:62]=[CH:61][CH:60]=[CH:59][CH:58]=1, predict the reaction product. The product is: [O:1]=[C:6]([NH:63][C@@H:56]([C:57]1[CH:62]=[CH:61][CH:60]=[CH:59][CH:58]=1)[CH3:55])[C:7]([C@@H:9]([NH:14][C:15](=[O:35])[O:16][C@H:17]([CH2:22][C:23]1[O:24][C:25]([C:28]2[CH:33]=[CH:32][C:31]([F:34])=[CH:30][CH:29]=2)=[N:26][N:27]=1)[C:18]([CH3:19])([CH3:21])[CH3:20])[CH2:10][CH2:11][CH2:12][CH3:13])=[O:8]. (3) Given the reactants [Cl:1][C:2]1[CH:7]=[CH:6][C:5]([N:8]2[C@@H:12]([C:13]3[CH:18]=[CH:17][CH:16]=[C:15]([C:19]([F:22])([F:21])[F:20])[CH:14]=3)[CH2:11][N:10]([CH2:23][CH2:24][C:25](=[N:27][O:28][C:29]([CH:31]3[CH2:36][CH2:35][CH2:34][CH2:33][CH2:32]3)=O)[NH2:26])[C:9]2=[O:37])=[CH:4][CH:3]=1.[F-].C([N+](CCCC)(CCCC)CCCC)CCC, predict the reaction product. The product is: [Cl:1][C:2]1[CH:7]=[CH:6][C:5]([N:8]2[C@@H:12]([C:13]3[CH:18]=[CH:17][CH:16]=[C:15]([C:19]([F:22])([F:21])[F:20])[CH:14]=3)[CH2:11][N:10]([CH2:23][CH2:24][C:25]3[N:26]=[C:29]([CH:31]4[CH2:36][CH2:35][CH2:34][CH2:33][CH2:32]4)[O:28][N:27]=3)[C:9]2=[O:37])=[CH:4][CH:3]=1. (4) Given the reactants Br[C:2]1[S:3][CH:4]=[C:5]([Br:7])[N:6]=1.O.[CH3:9][N:10](C=O)[CH3:11], predict the reaction product. The product is: [CH3:9][N:10]([CH3:11])[C:2]1[S:3][CH:4]=[C:5]([Br:7])[N:6]=1. (5) Given the reactants [Cl:1][C:2]1[C:7]([C:8]([N:10]2[CH2:15][CH2:14][N:13]([C:16]([O:18][C:19]([CH3:22])([CH3:21])[CH3:20])=[O:17])[CH2:12][CH:11]2[CH2:23][OH:24])=[O:9])=[C:6](F)[CH:5]=[CH:4][CH:3]=1.[H-].[Na+], predict the reaction product. The product is: [Cl:1][C:2]1[C:7]2[C:8](=[O:9])[N:10]3[CH2:15][CH2:14][N:13]([C:16]([O:18][C:19]([CH3:22])([CH3:21])[CH3:20])=[O:17])[CH2:12][CH:11]3[CH2:23][O:24][C:6]=2[CH:5]=[CH:4][CH:3]=1. (6) Given the reactants C(=O)=[O:2].O.[CH:5]1[C:19](I)=[C:18]([O-])[C:17](I)=[C:16]2[C:6]=1[C:7](C1C(Cl)=C(Cl)C(Cl)=C(Cl)C=1C([O-])=O)=[C:8]1[C:14]([O:15]2)=[C:13](I)[C:11](=O)[C:10](I)=C1.[Na+].[Na+].C(=O)=O, predict the reaction product. The product is: [CH2:8]=[CH:7][C:6]1[CH:16]=[CH:17][CH:18]=[CH:19][CH:5]=1.[C:16]([O:15][CH2:14][CH2:13][CH2:11][CH3:10])(=[O:2])[CH:6]=[CH2:5]. (7) Given the reactants [Cl:1][C:2]1[CH:9]=[C:8]([N:10]([CH2:20][C:21]2[CH:26]=[CH:25][CH:24]=[CH:23][C:22]=2[CH3:27])[C@H:11]2[CH2:15][C:14](=[O:16])[N:13](CC=C)[CH2:12]2)[CH:7]=[CH:6][C:3]=1[C:4]#[N:5].C[N+]1([O-])CC[O:32]CC1.C1COCC1.[CH3:41][C:42]([OH:45])(C)[CH3:43].O, predict the reaction product. The product is: [Cl:1][C:2]1[CH:9]=[C:8]([N:10]([C@H:11]2[CH2:15][C:14](=[O:16])[N:13]([CH2:41][CH:42]([OH:45])[CH2:43][OH:32])[CH2:12]2)[CH2:20][C:21]2[CH:26]=[CH:25][CH:24]=[CH:23][C:22]=2[CH3:27])[CH:7]=[CH:6][C:3]=1[C:4]#[N:5]. (8) Given the reactants [CH2:1]([C:3]1[CH:4]=[C:5]([C:11]2[CH:12]=[C:13]3[C:20](=[CH:21][CH:22]=2)[C:16]2=[N:17][NH:18][CH:19]=[C:15]2[CH2:14]3)[CH:6]=[CH:7][C:8]=1[O:9]C)[CH3:2].B(Br)(Br)Br, predict the reaction product. The product is: [N:17]1[NH:18][CH:19]=[C:15]2[CH2:14][C:13]3[C:20](=[CH:21][CH:22]=[C:11]([C:5]4[CH:6]=[CH:7][C:8]([OH:9])=[C:3]([CH2:1][CH3:2])[CH:4]=4)[CH:12]=3)[C:16]=12.